From a dataset of Full USPTO retrosynthesis dataset with 1.9M reactions from patents (1976-2016). Predict the reactants needed to synthesize the given product. (1) Given the product [CH2:23]([O:22][C:18]1[C:19]([CH3:21])=[CH:20][C:15]([C:14]2[O:11][C:10]([C:7]3[S:8][CH:9]=[C:5]([CH2:1][CH:2]([CH3:3])[CH3:4])[C:6]=3[CH3:28])=[N:12][N:13]=2)=[CH:16][C:17]=1[CH3:26])[CH:24]=[CH2:25], predict the reactants needed to synthesize it. The reactants are: [CH2:1]([C:5]1[C:6]([CH3:28])=[C:7]([C:10]([NH:12][NH:13][C:14](=O)[C:15]2[CH:20]=[C:19]([CH3:21])[C:18]([O:22][CH2:23][CH:24]=[CH2:25])=[C:17]([CH3:26])[CH:16]=2)=[O:11])[S:8][CH:9]=1)[CH:2]([CH3:4])[CH3:3].[OH-].COC(NS([N+](CC)(CC)CC)(=O)=O)=O.C(OCC)C. (2) Given the product [NH2:1][C:2]1([C:18]([O:20][CH2:21][CH3:22])=[O:19])[CH2:6][CH2:5][CH:4]([C:7]2[CH:16]=[CH:15][C:14]3/[C:13](=[N:38]/[O:37][CH2:29][CH2:30][C:31]4[CH:36]=[CH:35][CH:34]=[CH:33][CH:32]=4)/[CH2:12][CH2:11][CH2:10][C:9]=3[CH:8]=2)[CH2:3]1, predict the reactants needed to synthesize it. The reactants are: [NH2:1][C:2]1([C:18]([O:20][CH2:21][CH3:22])=[O:19])[CH2:6][CH2:5][CH:4]([C:7]2[CH:16]=[CH:15][C:14]3[C:13](=O)[CH2:12][CH2:11][CH2:10][C:9]=3[CH:8]=2)[CH2:3]1.N1C=CC=CC=1.[CH2:29]([O:37][NH2:38])[CH2:30][C:31]1[CH:36]=[CH:35][CH:34]=[CH:33][CH:32]=1.C([O-])(O)=O.[Na+]. (3) Given the product [F:22][C:2]([F:1])([F:21])[C:3]1[CH:4]=[C:5]([CH:14]=[C:15]([C:17]([F:19])([F:20])[F:18])[CH:16]=1)[CH2:6][N:7]([CH2:26][C:27]1[CH:32]=[C:31]([C:33]([F:34])([F:35])[F:36])[CH:30]=[CH:29][C:28]=1[C:37]1[CH:42]=[C:41]([CH:43]([CH3:45])[CH3:44])[C:40]([F:46])=[CH:39][C:38]=1[O:47][CH3:48])[C:8]1[N:9]=[N:10][N:11]([CH3:13])[CH:12]=1, predict the reactants needed to synthesize it. The reactants are: [F:1][C:2]([F:22])([F:21])[C:3]1[CH:4]=[C:5]([CH:14]=[C:15]([C:17]([F:20])([F:19])[F:18])[CH:16]=1)[CH2:6][NH:7][C:8]1[N:9]=[N:10][N:11]([CH3:13])[CH:12]=1.[H-].[Na+].Br[CH2:26][C:27]1[CH:32]=[C:31]([C:33]([F:36])([F:35])[F:34])[CH:30]=[CH:29][C:28]=1[C:37]1[CH:42]=[C:41]([CH:43]([CH3:45])[CH3:44])[C:40]([F:46])=[CH:39][C:38]=1[O:47][CH3:48]. (4) Given the product [CH3:1][O:2][C:3](=[O:13])[C@H:4]([CH2:6][C:7]1[CH:12]=[CH:11][CH:10]=[CH:9][CH:8]=1)[NH:5][C:20]([CH:14]1[CH2:19][CH2:18][CH2:17][CH2:16][CH2:15]1)=[O:21], predict the reactants needed to synthesize it. The reactants are: [CH3:1][O:2][C:3](=[O:13])[C@H:4]([CH2:6][C:7]1[CH:12]=[CH:11][CH:10]=[CH:9][CH:8]=1)[NH2:5].[CH:14]1([C:20](Cl)=[O:21])[CH2:19][CH2:18][CH2:17][CH2:16][CH2:15]1.